From a dataset of Catalyst prediction with 721,799 reactions and 888 catalyst types from USPTO. Predict which catalyst facilitates the given reaction. (1) Reactant: [NH2:1][C:2]1[CH:19]=[CH:18][C:5]2[CH2:6][CH2:7][N:8]([C:11]([O:13][C:14]([CH3:17])([CH3:16])[CH3:15])=[O:12])[CH2:9][CH2:10][C:4]=2[CH:3]=1.[Cl:20]N1C(=O)CCC1=O.S([O-])([O-])=O.[Na+].[Na+]. Product: [C:14]([O:13][C:11]([N:8]1[CH2:9][CH2:10][C:4]2[CH:3]=[C:2]([NH2:1])[CH:19]=[CH:18][C:5]=2[CH:6]([Cl:20])[CH2:7]1)=[O:12])([CH3:16])([CH3:15])[CH3:17]. The catalyst class is: 10. (2) Reactant: [CH2:1]([C@H:8]1[CH2:12][O:11][C:10](=[O:13])[NH:9]1)[C:2]1[CH:7]=[CH:6][CH:5]=[CH:4][CH:3]=1.[Li]CCCC.[CH3:19][C:20]([CH3:26])([CH3:25])[CH2:21][C:22](Cl)=[O:23]. Product: [CH2:1]([C@H:8]1[CH2:12][O:11][C:10](=[O:13])[N:9]1[C:22](=[O:23])[CH2:21][C:20]([CH3:26])([CH3:25])[CH3:19])[C:2]1[CH:3]=[CH:4][CH:5]=[CH:6][CH:7]=1. The catalyst class is: 7. (3) Reactant: [Cl:1][C:2]1[C:3](F)=[C:4]([CH:23]=[C:24]([F:27])[C:25]=1[F:26])[C:5]([C:7](=[CH:13][NH:14][C:15]1[CH:20]=[CH:19][C:18]([CH2:21][OH:22])=[CH:17][CH:16]=1)[C:8]([O:10][CH2:11][CH3:12])=[O:9])=[O:6].C([O-])([O-])=O.[K+].[K+].C1OCCOCCOCCOCCOCCOC1. Product: [Cl:1][C:2]1[C:25]([F:26])=[C:24]([F:27])[CH:23]=[C:4]2[C:3]=1[N:14]([C:15]1[CH:20]=[CH:19][C:18]([CH2:21][OH:22])=[CH:17][CH:16]=1)[CH:13]=[C:7]([C:8]([O:10][CH2:11][CH3:12])=[O:9])[C:5]2=[O:6]. The catalyst class is: 1. (4) Reactant: [F:1][C:2]1[CH:32]=[C:31]([F:33])[CH:30]=[CH:29][C:3]=1[CH2:4][N:5]1[C:9]2=[CH:10][N:11]=[C:12]([C:14]([O:16]C)=O)[CH:13]=[C:8]2[C:7]([CH2:18][N:19]2[CH2:24][CH2:23][C@@H:22]3[C:25](=[O:28])[NH:26][CH2:27][C@@H:21]3[CH2:20]2)=[CH:6]1.[OH-:34].[Na+].[NH2:36]O. Product: [F:1][C:2]1[CH:32]=[C:31]([F:33])[CH:30]=[CH:29][C:3]=1[CH2:4][N:5]1[C:9]2=[CH:10][N:11]=[C:12]([C:14]([NH:36][OH:34])=[O:16])[CH:13]=[C:8]2[C:7]([CH2:18][N:19]2[CH2:24][CH2:23][C@@H:22]3[C:25](=[O:28])[NH:26][CH2:27][C@@H:21]3[CH2:20]2)=[CH:6]1. The catalyst class is: 5. (5) Reactant: [OH:1][CH:2]1[CH2:6][CH2:5][CH2:4][C:3]1([CH2:12][CH2:13][CH2:14][CH3:15])[C:7]([O:9][CH2:10][CH3:11])=[O:8].C(Cl)Cl.[CH3:19][C:20]1[CH:21]=[C:22]([CH:26]=[CH:27][CH:28]=1)[C:23](Cl)=[O:24]. Product: [CH2:12]([C:3]1([C:7]([O:9][CH2:10][CH3:11])=[O:8])[CH2:4][CH2:5][CH2:6][CH:2]1[O:1][C:23](=[O:24])[C:22]1[CH:26]=[CH:27][CH:28]=[C:20]([CH3:19])[CH:21]=1)[CH2:13][CH2:14][CH3:15]. The catalyst class is: 17. (6) Reactant: [F:1][C:2]1[C:7]([C:8]([F:11])([F:10])[F:9])=[CH:6][CH:5]=[CH:4][C:3]=1[C:12]1[N:13]=[C:14]([CH2:17][N:18]2[CH:22]=[C:21]([C:23]([O:25]CC)=[O:24])[CH:20]=[N:19]2)[S:15][CH:16]=1.[OH-].[Na+].O. Product: [F:1][C:2]1[C:7]([C:8]([F:9])([F:10])[F:11])=[CH:6][CH:5]=[CH:4][C:3]=1[C:12]1[N:13]=[C:14]([CH2:17][N:18]2[CH:22]=[C:21]([C:23]([OH:25])=[O:24])[CH:20]=[N:19]2)[S:15][CH:16]=1. The catalyst class is: 199. (7) Reactant: [C:1]([NH:11][C@@H:12]([C:16]([OH:18])=O)[CH:13]([CH3:15])[CH3:14])([O:3][CH2:4][C:5]1[CH:10]=[CH:9][CH:8]=[CH:7][CH:6]=1)=[O:2].CN1CCOCC1.ClC(OCC(C)C)=O.[NH2:34][CH2:35][CH:36]([O:39][CH3:40])[O:37][CH3:38]. Product: [CH2:4]([O:3][C:1](=[O:2])[NH:11][C@H:12]([CH:13]([CH3:14])[CH3:15])[C:16]([NH:34][CH2:35][CH:36]([O:39][CH3:40])[O:37][CH3:38])=[O:18])[C:5]1[CH:6]=[CH:7][CH:8]=[CH:9][CH:10]=1. The catalyst class is: 1. (8) The catalyst class is: 1. Product: [Br:15][C:19]1[CH:24]=[CH:23][CH:22]=[CH:21][C:20]=1[C:31]([CH:28]1[CH2:29][CH2:30][O:25][CH2:26][CH2:27]1)=[O:32]. Reactant: [Cl-].[Li+].[Cu](C#N)C#N.[CH2-]CCC[CH2-].[Mg+2].[Mg+2].[Br-:15].[Br-].Br[IH][C:19]1[CH:24]=[CH:23][CH:22]=[CH:21][CH:20]=1.[O:25]1[CH2:30][CH2:29][CH:28]([C:31](Cl)=[O:32])[CH2:27][CH2:26]1. (9) The catalyst class is: 11. Reactant: [C:1]([C:4]1[CH:9]=[C:8]([Br:10])[C:7]([CH3:11])=[CH:6][C:5]=1[NH:12][C:13](=[O:15])[CH3:14])(=[O:3])[CH3:2].CO[CH:18]([N:21]([CH3:23])[CH3:22])OC. Product: [Br:10][C:8]1[C:7]([CH3:11])=[CH:6][C:5]([NH:12][C:13](=[O:15])[CH3:14])=[C:4]([C:1](=[O:3])/[CH:2]=[CH:18]/[N:21]([CH3:23])[CH3:22])[CH:9]=1.